Predict the reactants needed to synthesize the given product. From a dataset of Full USPTO retrosynthesis dataset with 1.9M reactions from patents (1976-2016). (1) Given the product [CH3:24][NH:23][C:21]([C:15]1[C:14]2[C:18](=[CH:19][C:11]([O:10][CH3:9])=[CH:12][CH:13]=2)[N:17]([CH3:20])[C:16]=1[Cl:1])=[O:22], predict the reactants needed to synthesize it. The reactants are: [Cl:1]N1C(=O)CCC1=O.[CH3:9][O:10][C:11]1[CH:19]=[C:18]2[C:14]([C:15]([C:21]([NH:23][CH3:24])=[O:22])=[CH:16][N:17]2[CH3:20])=[CH:13][CH:12]=1. (2) Given the product [OH:15][C:16]1[CH:23]=[CH:22][CH:21]=[C:20]([O:24][CH2:4][C@@H:3]2[CH2:2][O:1][CH2:5][C:6](=[O:14])[N:7]2[C:8]2[CH:9]=[CH:25][CH:11]=[CH:12][CH:13]=2)[C:17]=1[CH:18]=[O:19], predict the reactants needed to synthesize it. The reactants are: [OH:1][CH2:2][C@H:3]1[N:7]([C:8]2[CH:9]=N[CH:11]=[CH:12][CH:13]=2)[C:6](=[O:14])[CH2:5][CH2:4]1.[OH:15][C:16]1[CH:23]=[CH:22][CH:21]=[C:20]([OH:24])[C:17]=1[CH:18]=[O:19].[CH:25]1C=CC(P(C2C=CC=CC=2)C2C=CC=CC=2)=CC=1.CC(OC(/N=N/C(OC(C)C)=O)=O)C.C(C#N)(C)=O. (3) Given the product [CH2:9]([O:7][C:1]1[CH:6]=[CH:5][CH:4]=[CH:3][CH:2]=1)[CH3:10], predict the reactants needed to synthesize it. The reactants are: [C:1]1([OH:7])[CH:6]=[CH:5][CH:4]=[CH:3][CH:2]=1.I[CH2:9][CH3:10].C(=O)([O-])[O-].[K+].[K+]. (4) Given the product [ClH:26].[CH2:22]1[C:17]2=[C:18]3[C:13](=[CH:14][CH:15]=[C:16]2[O:25][CH2:24][CH2:23]1)[NH:12][C:11]1[CH2:10][CH2:9][NH:8][CH2:21][CH2:20][C:19]3=1, predict the reactants needed to synthesize it. The reactants are: C([N:8]1[CH2:21][CH2:20][C:19]2[C:18]3[C:13](=[CH:14][CH:15]=[C:16]4[O:25][CH2:24][CH:23]=[CH:22][C:17]4=3)[NH:12][C:11]=2[CH2:10][CH2:9]1)C1C=CC=CC=1.[ClH:26]. (5) Given the product [CH3:1][C:2]1[CH:3]=[CH:4][C:5]([C:6]([C:8]2[N:9]([CH2:13]/[CH:14]=[CH:15]/[C:16]3[CH:17]=[C:18]([CH:25]=[CH:26][CH:27]=3)[O:19][CH2:20][C:21]([OH:23])=[O:22])[CH:10]=[CH:11][CH:12]=2)=[O:7])=[CH:28][CH:29]=1, predict the reactants needed to synthesize it. The reactants are: [CH3:1][C:2]1[CH:29]=[CH:28][C:5]([C:6]([C:8]2[N:9]([CH2:13]/[CH:14]=[CH:15]/[C:16]3[CH:17]=[C:18]([CH:25]=[CH:26][CH:27]=3)[O:19][CH2:20][C:21]([O:23]C)=[O:22])[CH:10]=[CH:11][CH:12]=2)=[O:7])=[CH:4][CH:3]=1.[OH-].[Li+].O1CCCC1.Cl. (6) Given the product [CH3:10][C:2]([C:11]1[S:12][C:13]([C:16]2[CH:21]=[C:20]([NH:22][C:23]3[N:28]=[C:27]([C:29]([F:31])([F:32])[F:30])[CH:26]=[CH:25][N:24]=3)[CH:19]=[C:18]([CH3:33])[CH:17]=2)=[CH:14][N:15]=1)([CH3:1])[C:3]([OH:5])=[O:4], predict the reactants needed to synthesize it. The reactants are: [CH3:1][C:2]([C:11]1[S:12][C:13]([C:16]2[CH:21]=[C:20]([NH:22][C:23]3[N:28]=[C:27]([C:29]([F:32])([F:31])[F:30])[CH:26]=[CH:25][N:24]=3)[CH:19]=[C:18]([CH3:33])[CH:17]=2)=[CH:14][N:15]=1)([CH3:10])[C:3]([O:5]CCCC)=[O:4].Cl. (7) Given the product [CH2:1]([O:8][C:9](=[O:37])[NH:10][CH:11]([C:13](=[O:36])[NH:14][C:15]1[N:16]([C:32]([CH3:33])([CH3:35])[CH3:34])[N:17]=[C:18]([C:20]2([C:26]3[CH:27]=[CH:28][CH:29]=[CH:30][CH:31]=3)[CH2:25][CH2:24][N:23]([CH3:40])[CH2:22][CH2:21]2)[CH:19]=1)[CH3:12])[C:2]1[CH:7]=[CH:6][CH:5]=[CH:4][CH:3]=1, predict the reactants needed to synthesize it. The reactants are: [CH2:1]([O:8][C:9](=[O:37])[NH:10][CH:11]([C:13](=[O:36])[NH:14][C:15]1[N:16]([C:32]([CH3:35])([CH3:34])[CH3:33])[N:17]=[C:18]([C:20]2([C:26]3[CH:31]=[CH:30][CH:29]=[CH:28][CH:27]=3)[CH2:25][CH2:24][NH:23][CH2:22][CH2:21]2)[CH:19]=1)[CH3:12])[C:2]1[CH:7]=[CH:6][CH:5]=[CH:4][CH:3]=1.C=O.[CH3:40]C([O-])=O.[Na+].[BH3-]C#N.[Na+]. (8) The reactants are: [Br-:1].[Br-:2].[Br-].[NH+]1C=CC=CC=1.[NH+]1C=CC=CC=1.[NH+]1C=CC=CC=1.[CH3:22][C:23]1([CH3:33])[CH2:31][C:30]2[NH:29][N:28]=[CH:27][C:26]=2[C:25](=[O:32])[CH2:24]1. Given the product [Br:1][C:24]1([Br:2])[C:23]([CH3:33])([CH3:22])[CH2:31][C:30]2[NH:29][N:28]=[CH:27][C:26]=2[C:25]1=[O:32], predict the reactants needed to synthesize it. (9) Given the product [C:1]1([C:7]2([CH3:23])[N:11]([CH3:24])[C:10](=[O:12])[N:9]([CH2:13][C:14](=[O:21])[C:15]3[CH:16]=[CH:17][CH:18]=[CH:19][CH:20]=3)[C:8]2=[O:22])[CH2:6][CH2:5][CH2:4][CH2:3][CH:2]=1, predict the reactants needed to synthesize it. The reactants are: [C:1]1([C:7]2([CH3:23])[NH:11][C:10](=[O:12])[N:9]([CH2:13][C:14](=[O:21])[C:15]3[CH:20]=[CH:19][CH:18]=[CH:17][CH:16]=3)[C:8]2=[O:22])[CH2:6][CH2:5][CH2:4][CH2:3][CH:2]=1.[CH3:24]I. (10) Given the product [F:1][C:2]1[CH:7]=[CH:6][CH:5]=[CH:4][C:3]=1[N:8]1[C:12]([O:13][S:26]([C:29]([F:32])([F:31])[F:30])(=[O:28])=[O:27])=[CH:11][C:10]([C:14]([O:16][CH2:17][CH3:18])=[O:15])=[N:9]1, predict the reactants needed to synthesize it. The reactants are: [F:1][C:2]1[CH:7]=[CH:6][CH:5]=[CH:4][C:3]=1[N:8]1[C:12]([OH:13])=[CH:11][C:10]([C:14]([O:16][CH2:17][CH3:18])=[O:15])=[N:9]1.C1C=CC(N([S:26]([C:29]([F:32])([F:31])[F:30])(=[O:28])=[O:27])[S:26]([C:29]([F:32])([F:31])[F:30])(=[O:28])=[O:27])=CC=1.C(N(CC)CC)C.O.